This data is from Forward reaction prediction with 1.9M reactions from USPTO patents (1976-2016). The task is: Predict the product of the given reaction. (1) Given the reactants C1C=CC2N(O)N=NC=2C=1.CCN(C(C)C)C(C)C.[C:20]1([C:26]2[O:30][N:29]=[C:28]([C:31]([OH:33])=O)[CH:27]=2)[CH:25]=[CH:24][CH:23]=[CH:22][CH:21]=1.CCN=C=NCCCN(C)C.Cl.Cl.[NH2:47][CH2:48][C:49]([N:51]1[CH2:56][CH2:55][N:54]([C:57](=[O:67])[C:58]2[CH:63]=[C:62]([O:64][CH3:65])[CH:61]=[CH:60][C:59]=2[Br:66])[CH2:53][CH2:52]1)=[O:50], predict the reaction product. The product is: [Br:66][C:59]1[CH:60]=[CH:61][C:62]([O:64][CH3:65])=[CH:63][C:58]=1[C:57]([N:54]1[CH2:53][CH2:52][N:51]([C:49](=[O:50])[CH2:48][NH:47][C:31]([C:28]2[CH:27]=[C:26]([C:20]3[CH:21]=[CH:22][CH:23]=[CH:24][CH:25]=3)[O:30][N:29]=2)=[O:33])[CH2:56][CH2:55]1)=[O:67]. (2) Given the reactants [C:1]([C:4]1[CH:9]=[CH:8][C:7]([NH:10][CH2:11][C:12]2[N:16]([CH3:17])[C:15]3[CH:18]=[CH:19][C:20]([C:22]([N:24]([C:32]4[CH:37]=[CH:36][CH:35]=[CH:34][N:33]=4)[CH2:25][CH2:26][C:27]([O:29][CH2:30][CH3:31])=[O:28])=[O:23])=[CH:21][C:14]=3[N:13]=2)=[CH:6][CH:5]=1)(=[NH:3])[NH2:2].Cl[C:39]([O:41][CH2:42][CH2:43][CH2:44][CH2:45][CH2:46][CH3:47])=[O:40].C(=O)([O-])[O-].[K+].[K+], predict the reaction product. The product is: [CH3:47][CH2:46][CH2:45][CH2:44][CH2:43][CH2:42][O:41][C:39](/[N:3]=[C:1](\[NH2:2])/[C:4]1[CH:5]=[CH:6][C:7]([NH:10][CH2:11][C:12]2[N:16]([CH3:17])[C:15]3[CH:18]=[CH:19][C:20]([C:22]([N:24]([C:32]4[CH:37]=[CH:36][CH:35]=[CH:34][N:33]=4)[CH2:25][CH2:26][C:27]([O:29][CH2:30][CH3:31])=[O:28])=[O:23])=[CH:21][C:14]=3[N:13]=2)=[CH:8][CH:9]=1)=[O:40]. (3) Given the reactants I[C:2]1[CH:3]=[C:4]([C:8]2[CH:13]=[CH:12][CH:11]=[CH:10][N:9]=2)[CH:5]=[CH:6][CH:7]=1.C(N(CC)CC)C.[CH3:21][Si:22]([C:25]#[CH:26])([CH3:24])[CH3:23].Cl, predict the reaction product. The product is: [CH3:21][Si:22]([C:25]#[C:26][C:2]1[CH:3]=[C:4]([C:8]2[CH:13]=[CH:12][CH:11]=[CH:10][N:9]=2)[CH:5]=[CH:6][CH:7]=1)([CH3:24])[CH3:23]. (4) Given the reactants [N:1]1[NH:2][N:3]=[N:4][C:5]=1[NH:6][C:7]([C:9]1[S:13](=O)[C:12]2[CH:15]=[CH:16][C:17]([O:19][CH3:20])=[CH:18][C:11]=2[C:10]=1[O:21][C:22]1[CH:27]=[C:26]([CH3:28])[CH:25]=[C:24]([CH3:29])[CH:23]=1)=[O:8].[I-].[Na+].Cl[Si](C)(C)C, predict the reaction product. The product is: [N:4]1[NH:3][N:2]=[N:1][C:5]=1[NH:6][C:7]([C:9]1[S:13][C:12]2[CH:15]=[CH:16][C:17]([O:19][CH3:20])=[CH:18][C:11]=2[C:10]=1[O:21][C:22]1[CH:23]=[C:24]([CH3:29])[CH:25]=[C:26]([CH3:28])[CH:27]=1)=[O:8]. (5) Given the reactants [CH2:1]([C@@H:8]1[CH2:12][O:11][C:10](=[O:13])[NH:9]1)[C:2]1[CH:7]=[CH:6][CH:5]=[CH:4][CH:3]=1.[C:14](Cl)(=[O:19])[CH2:15][CH2:16][CH:17]=[CH2:18].C([Li])CCC, predict the reaction product. The product is: [CH2:1]([C@@H:8]1[CH2:12][O:11][C:10](=[O:13])[N:9]1[C:14](=[O:19])[CH2:15][CH2:16][CH:17]=[CH2:18])[C:2]1[CH:3]=[CH:4][CH:5]=[CH:6][CH:7]=1. (6) The product is: [CH3:24][O:23][C:21]1[CH:20]=[CH:19][C:15]2[N:16]=[C:17]([CH3:18])[C:12]3[N:13]([C:9]([C:4]#[C:3][C:2]4[CH:7]=[CH:6][CH:5]=[CH:36][C:35]=4[O:34][CH3:33])=[N:10][C:11]=3[CH3:25])[C:14]=2[N:22]=1. Given the reactants Cl[C:2]1[CH:3]=[C:4]([C:9]2[N:13]3[C:14]4[N:22]=[C:21]([O:23][CH3:24])[CH:20]=[CH:19][C:15]=4[N:16]=[C:17]([CH3:18])[C:12]3=[C:11]([CH3:25])[N:10]=2)[CH:5]=[C:6](Cl)[CH:7]=1.CCN(CC)CC.[CH3:33][O:34][C:35]1C=CC=C[C:36]=1C#C, predict the reaction product.